Dataset: Forward reaction prediction with 1.9M reactions from USPTO patents (1976-2016). Task: Predict the product of the given reaction. The product is: [N:1]([CH2:4][CH2:5][O:6][C:7]1[CH:8]=[CH:9][C:10]([CH2:13][C@H:14]([NH:19][C:20]([O:22][C:23]([CH3:26])([CH3:25])[CH3:24])=[O:21])[C:15]([OH:17])=[O:16])=[CH:11][CH:12]=1)=[N+:2]=[N-:3]. Given the reactants [N:1]([CH2:4][CH2:5][O:6][C:7]1[CH:12]=[CH:11][C:10]([CH2:13][C@H:14]([NH:19][C:20]([O:22][C:23]([CH3:26])([CH3:25])[CH3:24])=[O:21])[C:15]([O:17]C)=[O:16])=[CH:9][CH:8]=1)=[N+:2]=[N-:3].[OH-].C[Sn+](C)C, predict the reaction product.